From a dataset of Peptide-MHC class I binding affinity with 185,985 pairs from IEDB/IMGT. Regression. Given a peptide amino acid sequence and an MHC pseudo amino acid sequence, predict their binding affinity value. This is MHC class I binding data. The peptide sequence is SQQPVQMLY. The MHC is HLA-B40:01 with pseudo-sequence HLA-B40:01. The binding affinity (normalized) is 0.213.